This data is from hERG Central: cardiac toxicity at 1µM, 10µM, and general inhibition. The task is: Predict hERG channel inhibition at various concentrations. (1) The molecule is CCN1CCc2c(C#N)c(NCc3ccccc3)nc(N(CC)CC)c2C1. Results: hERG_inhib (hERG inhibition (general)): blocker. (2) The compound is CCc1cccc2c(C(=O)COC(=O)C3=NNC(=O)CC3)c[nH]c12. Results: hERG_inhib (hERG inhibition (general)): blocker. (3) Results: hERG_inhib (hERG inhibition (general)): blocker. The molecule is CCN1CCN(c2ccc(S(=O)(=O)N3CCCCC3)cc2NC(=O)c2ccc([N+](=O)[O-])s2)CC1. (4) The molecule is O=C(Nc1cccc(S(=O)(=O)N2CCCC2)c1)c1ccc2c(=O)n3c(nc2c1)CCCCC3. Results: hERG_inhib (hERG inhibition (general)): blocker.